Dataset: Catalyst prediction with 721,799 reactions and 888 catalyst types from USPTO. Task: Predict which catalyst facilitates the given reaction. (1) Reactant: O[CH2:2][C:3]1[CH:8]=[C:7]([C:9]2[CH:10]=[C:11]([C:15]3[CH2:21][C:20](=[O:22])[NH:19][C:18]4[CH:23]=[C:24]([C:33]([F:36])([F:35])[F:34])[C:25]([O:27][CH2:28][C:29]([F:32])([F:31])[F:30])=[CH:26][C:17]=4[N:16]=3)[CH:12]=[CH:13][CH:14]=2)[CH:6]=[CH:5][N:4]=1.S(Cl)(Cl)=O.[Cl-].[CH2:42]([NH:46][CH3:47])[CH:43]([CH3:45])[CH3:44]. Product: [CH2:42]([N:46]([CH2:2][C:3]1[CH:8]=[C:7]([C:9]2[CH:10]=[C:11]([C:15]3[CH2:21][C:20](=[O:22])[NH:19][C:18]4[CH:23]=[C:24]([C:33]([F:36])([F:34])[F:35])[C:25]([O:27][CH2:28][C:29]([F:30])([F:31])[F:32])=[CH:26][C:17]=4[N:16]=3)[CH:12]=[CH:13][CH:14]=2)[CH:6]=[CH:5][N:4]=1)[CH3:47])[CH:43]([CH3:45])[CH3:44]. The catalyst class is: 59. (2) Reactant: [CH:1]1([CH2:7][C@H:8]([N:12]2[CH2:16][C:15]([O:17][C:18]3[CH:23]=[CH:22][CH:21]=[CH:20][C:19]=3[S:24][CH3:25])=[CH:14][C:13]2=[O:26])[C:9]([OH:11])=O)[CH2:6][CH2:5][CH2:4][CH2:3][CH2:2]1.Cl.[CH3:28]N(C)CCCN=C=NCC.C(N(CC)C(C)C)(C)C.ON1C2C=CC=CC=2N=N1.Cl.[OH:59][C@@H:60]([CH2:90]O)[CH2:61][N:62]1[CH:66]=[CH:65][C:64]([NH:67]C(=O)[C@@H](N2CC(OC3C=CC=C(Cl)C=3Cl)=CC2=O)CC(C)C)=[N:63]1. Product: [CH:1]1([CH2:7][C@H:8]([N:12]2[CH2:16][C:15]([O:17][C:18]3[CH:23]=[CH:22][CH:21]=[CH:20][C:19]=3[S:24][CH3:25])=[CH:14][C:13]2=[O:26])[C:9]([NH:67][C:64]2[CH:65]=[CH:66][N:62]([CH2:61][C:60]([OH:59])([CH3:90])[CH3:28])[N:63]=2)=[O:11])[CH2:6][CH2:5][CH2:4][CH2:3][CH2:2]1. The catalyst class is: 96. (3) Reactant: [CH3:1][S:2]([C:5]1[CH:10]=[CH:9][C:8]([NH:11][C:12]2[C:17]([N+:18]([O-:20])=[O:19])=[C:16]([O:21][CH:22]3[CH2:27][CH2:26][NH:25][CH2:24][CH2:23]3)[N:15]=[CH:14][N:13]=2)=[CH:7][CH:6]=1)(=[O:4])=[O:3].[CH3:28][C:29]([CH3:34])([CH3:33])[CH2:30][CH:31]=O.[BH4-].[Na+]. Product: [CH3:28][C:29]([CH3:34])([CH3:33])[CH2:30][CH2:31][N:25]1[CH2:26][CH2:27][CH:22]([O:21][C:16]2[N:15]=[CH:14][N:13]=[C:12]([NH:11][C:8]3[CH:9]=[CH:10][C:5]([S:2]([CH3:1])(=[O:4])=[O:3])=[CH:6][CH:7]=3)[C:17]=2[N+:18]([O-:20])=[O:19])[CH2:23][CH2:24]1. The catalyst class is: 5.